This data is from Reaction yield outcomes from USPTO patents with 853,638 reactions. The task is: Predict the reaction yield, written as a fraction of the theoretical maximum amount of product (1.0 means a 100% yield; for example, 0.34 means a 34% yield). (1) The reactants are [F:1][C:2]1[CH:7]=[CH:6][C:5]([CH2:8][C:9]([N:11]2[C@H:15]([CH:16]([CH3:18])[CH3:17])[CH2:14][O:13][C:12]2=[O:19])=[O:10])=[CH:4][CH:3]=1.[CH3:20][Si]([N-][Si](C)(C)C)(C)C.[Na+].CC(O)=O. The catalyst is C1COCC1.CCOCC. The product is [F:1][C:2]1[CH:7]=[CH:6][C:5]([C@@H:8]([CH3:20])[C:9]([N:11]2[C@H:15]([CH:16]([CH3:17])[CH3:18])[CH2:14][O:13][C:12]2=[O:19])=[O:10])=[CH:4][CH:3]=1. The yield is 0.580. (2) The product is [F:1][C:2]1[CH:3]=[CH:4][C:5]2[N:18]([OH:20])[C:14](=[O:15])[C:9]3[C:8](=[CH:13][CH:12]=[CH:11][CH:10]=3)[C:6]=2[CH:7]=1. The yield is 0.980. The catalyst is CO.[Pd]. The reactants are [F:1][C:2]1[CH:3]=[CH:4][C:5]([N+:18]([O-:20])=O)=[C:6]([C:8]2[C:9]([C:14](OC)=[O:15])=[CH:10][CH:11]=[CH:12][CH:13]=2)[CH:7]=1.[H][H]. (3) The yield is 0.0900. The reactants are [OH:1][C:2]1[CH:9]=[CH:8][CH:7]=[CH:6][C:3]=1[C:4]#[N:5].C1N2CN3CN(C2)CN1C3.C[CH2:21][O:22]C(C)=O. The catalyst is C(O)(=O)C. The product is [CH:21]([C:7]1[CH:8]=[CH:9][C:2]([OH:1])=[C:3]([CH:6]=1)[C:4]#[N:5])=[O:22].[CH:21]([C:9]1[C:2]([OH:1])=[C:3]([CH:6]=[CH:7][CH:8]=1)[C:4]#[N:5])=[O:22]. (4) The reactants are [CH2:1]1[C:10]2[C:5](=[CH:6][CH:7]=[CH:8][CH:9]=2)[CH2:4][CH2:3][NH:2]1.C([O-])([O-])=O.[K+].[K+].Br[CH2:18][CH:19]1[CH2:21][O:20]1. The catalyst is CC#N. The product is [O:20]1[CH2:21][CH:19]1[CH2:18][N:2]1[CH2:3][CH2:4][C:5]2[C:10](=[CH:9][CH:8]=[CH:7][CH:6]=2)[CH2:1]1. The yield is 0.780. (5) The reactants are [CH:1]1([NH:4][C:5](=[O:22])[C:6]2[CH:11]=[CH:10][C:9]([O:12][C:13]3[CH:18]=[CH:17][C:16]([CH:19]=O)=[C:15]([CH3:21])[N:14]=3)=[CH:8][CH:7]=2)[CH2:3][CH2:2]1.[C:23]1([N:29]=[C:30]2[N:34]([CH:35]3[CH2:40][CH2:39][NH:38][CH2:37][CH2:36]3)[C@H:33]([C:41]3[CH:46]=[CH:45][CH:44]=[CH:43][CH:42]=3)[CH2:32][O:31]2)[CH:28]=[CH:27][CH:26]=[CH:25][CH:24]=1.[BH-](OC(C)=O)(OC(C)=O)OC(C)=O.[Na+]. The catalyst is ClCCl. The product is [CH:1]1([NH:4][C:5](=[O:22])[C:6]2[CH:11]=[CH:10][C:9]([O:12][C:13]3[CH:18]=[CH:17][C:16]([CH2:19][N:38]4[CH2:37][CH2:36][CH:35]([N:34]5[C@H:33]([C:41]6[CH:46]=[CH:45][CH:44]=[CH:43][CH:42]=6)[CH2:32][O:31][C:30]5=[N:29][C:23]5[CH:28]=[CH:27][CH:26]=[CH:25][CH:24]=5)[CH2:40][CH2:39]4)=[C:15]([CH3:21])[N:14]=3)=[CH:8][CH:7]=2)[CH2:3][CH2:2]1. The yield is 0.530. (6) The reactants are Br[C:2]1[N:10]([CH2:11][O:12][CH2:13][CH2:14][Si:15]([CH3:18])([CH3:17])[CH3:16])[C:9]2[C:8](=[O:19])[N:7]([CH3:20])[C:6](=[O:21])[N:5]([CH3:22])[C:4]=2[N:3]=1.C(C1N=C(CSC2NC3C(=O)N(C)C(=O)N(C)C=3N=2)OC=1)C.C(=O)([O-])[O-].[K+].[K+].[F:51][C:52]([F:61])([F:60])[C:53]1[CH:54]=[C:55]([OH:59])[CH:56]=[CH:57][CH:58]=1. The catalyst is CN(C=O)C. The product is [CH3:20][N:7]1[C:8](=[O:19])[C:9]2[N:10]([CH2:11][O:12][CH2:13][CH2:14][Si:15]([CH3:18])([CH3:17])[CH3:16])[C:2]([O:59][C:55]3[CH:56]=[CH:57][CH:58]=[C:53]([C:52]([F:51])([F:60])[F:61])[CH:54]=3)=[N:3][C:4]=2[N:5]([CH3:22])[C:6]1=[O:21]. The yield is 0.744.